From a dataset of Peptide-MHC class I binding affinity with 185,985 pairs from IEDB/IMGT. Regression. Given a peptide amino acid sequence and an MHC pseudo amino acid sequence, predict their binding affinity value. This is MHC class I binding data. (1) The peptide sequence is SEMIIPKNFA. The MHC is HLA-B40:01 with pseudo-sequence HLA-B40:01. The binding affinity (normalized) is 0.164. (2) The MHC is HLA-A30:01 with pseudo-sequence HLA-A30:01. The binding affinity (normalized) is 0.381. The peptide sequence is RKRSVTMLL. (3) The peptide sequence is HLTWSHAGY. The MHC is HLA-B07:02 with pseudo-sequence HLA-B07:02. The binding affinity (normalized) is 0.0847. (4) The peptide sequence is IVNRNRQGY. The MHC is HLA-A33:01 with pseudo-sequence HLA-A33:01. The binding affinity (normalized) is 0. (5) The peptide sequence is LLPIFFCLWV. The MHC is HLA-A68:01 with pseudo-sequence HLA-A68:01. The binding affinity (normalized) is 0. (6) The peptide sequence is LIMEFNSLL. The MHC is HLA-B27:03 with pseudo-sequence HLA-B27:03. The binding affinity (normalized) is 0.0847. (7) The peptide sequence is HYANFHNYF. The MHC is HLA-A24:03 with pseudo-sequence HLA-A24:03. The binding affinity (normalized) is 1.00. (8) The peptide sequence is QAHMGIAGL. The MHC is HLA-A25:01 with pseudo-sequence HLA-A25:01. The binding affinity (normalized) is 0.0847. (9) The binding affinity (normalized) is 0.138. The MHC is Patr-A0401 with pseudo-sequence Patr-A0401. The peptide sequence is WMMWYWGPSL. (10) The peptide sequence is ERAKIRGSL. The MHC is HLA-A02:01 with pseudo-sequence HLA-A02:01. The binding affinity (normalized) is 0.